This data is from Catalyst prediction with 721,799 reactions and 888 catalyst types from USPTO. The task is: Predict which catalyst facilitates the given reaction. (1) Reactant: C([O-])([O-])=O.[K+].[K+].[CH2:7]([N:14]([CH:42]([CH:44]1[CH2:46][CH2:45]1)[CH3:43])C(=O)CN1C(=O)[C@]2(C3C(=CC(NC(C4C=NOC=4C)=O)=CC=3)CC2)NC1=O)[C:8]1[CH:13]=[CH:12][CH:11]=[CH:10][CH:9]=1.C[N:48]([CH:50]=O)[CH3:49]. Product: [NH:48]1[C:49]2[C:10](=[CH:9][C:8]([CH2:7][NH:14][CH:42]([CH:44]3[CH2:45][CH2:46]3)[CH3:43])=[CH:13][CH:12]=2)[CH:11]=[CH:50]1. The catalyst class is: 6. (2) Reactant: [CH2:1]([O:3][C:4]([C:6]1[C:7]2[C:15]([CH3:16])=[N:14][NH:13][C:8]=2[N:9]=[C:10]([Cl:12])[CH:11]=1)=[O:5])[CH3:2].[O:17]1[CH:22]=[CH:21][CH2:20][CH2:19][CH2:18]1.O.C1(C)C=CC(S(O)(=O)=O)=CC=1.O. Product: [CH2:1]([O:3][C:4]([C:6]1[C:7]2[C:15]([CH3:16])=[N:14][N:13]([CH:18]3[CH2:19][CH2:20][CH2:21][CH2:22][O:17]3)[C:8]=2[N:9]=[C:10]([Cl:12])[CH:11]=1)=[O:5])[CH3:2]. The catalyst class is: 1.